Task: Predict the reaction yield, written as a fraction of the theoretical maximum amount of product (1.0 means a 100% yield; for example, 0.34 means a 34% yield).. Dataset: Reaction yield outcomes from USPTO patents with 853,638 reactions The yield is 0.410. The reactants are [CH3:1][N:2]([CH3:6])[C:3]([Cl:5])=[O:4].[Cl:7][C:8]1[CH:31]=[CH:30][C:11]([NH:12][C:13]2[C:22]3[C:17](=[CH:18][C:19]([O:25][CH2:26]CNC)=[C:20]([O:23][CH3:24])[CH:21]=3)[N:16]=[CH:15][N:14]=2)=[C:10]([F:32])[CH:9]=1.[CH2:33]([N:35](CC)[CH2:36]C)C. The product is [ClH:5].[Cl:7][C:8]1[CH:31]=[CH:30][C:11]([NH:12][C:13]2[C:22]3[C:17](=[CH:18][C:19]([O:25][CH2:26][CH2:1][N:2]([CH3:6])[C:3]([N:35]([CH3:36])[CH3:33])=[O:4])=[C:20]([O:23][CH3:24])[CH:21]=3)[N:16]=[CH:15][N:14]=2)=[C:10]([F:32])[CH:9]=1. The catalyst is C(Cl)Cl.